This data is from Forward reaction prediction with 1.9M reactions from USPTO patents (1976-2016). The task is: Predict the product of the given reaction. (1) Given the reactants [OH:1][C:2]1[CH:11]=[CH:10][C:9]2[C:4](=[CH:5][CH:6]=[CH:7][CH:8]=2)[N:3]=1.[H-].[Na+].[CH3:14][O:15][N:16]=[C:17]([C:20]1[CH:25]=[CH:24][C:23]([CH3:26])=[CH:22][CH:21]=1)[CH2:18]Br, predict the reaction product. The product is: [CH3:14][O:15][N:16]=[C:17]([C:20]1[CH:21]=[CH:22][C:23]([CH3:26])=[CH:24][CH:25]=1)[CH2:18][N:3]1[C:4]2[C:9](=[CH:8][CH:7]=[CH:6][CH:5]=2)[CH:10]=[CH:11][C:2]1=[O:1]. (2) Given the reactants Cl[C:2]1[N:7]=[C:6]([NH:8][CH:9]([C:11]2[CH:16]=[CH:15][CH:14]=[C:13]([F:17])[CH:12]=2)[CH3:10])[CH:5]=[N:4][CH:3]=1.[NH:18]1[C:22]2[CH:23]=[CH:24][C:25]([C:27]([NH2:29])=[O:28])=[CH:26][C:21]=2[N:20]=[CH:19]1, predict the reaction product. The product is: [F:17][C:13]1[CH:12]=[C:11]([CH:9]([NH:8][C:6]2[N:7]=[C:2]([N:20]3[C:21]4[CH:26]=[C:25]([C:27]([NH2:29])=[O:28])[CH:24]=[CH:23][C:22]=4[N:18]=[CH:19]3)[CH:3]=[N:4][CH:5]=2)[CH3:10])[CH:16]=[CH:15][CH:14]=1. (3) Given the reactants [F:1][C:2]1[CH:26]=[C:25]([F:27])[CH:24]=[C:23]([F:28])[C:3]=1[C:4]([NH:6][C:7]1[CH:12]=[CH:11][C:10]([C:13]2[N:17]([CH3:18])[N:16]=[C:15]([C:19]([F:22])([F:21])[F:20])[CH:14]=2)=[CH:9][CH:8]=1)=O.Cl.C(OCC)(=O)C, predict the reaction product. The product is: [CH3:18][N:17]1[C:13]([C:10]2[CH:11]=[CH:12][C:7]([NH:6][CH2:4][C:3]3[C:2]([F:1])=[CH:26][C:25]([F:27])=[CH:24][C:23]=3[F:28])=[CH:8][CH:9]=2)=[CH:14][C:15]([C:19]([F:22])([F:20])[F:21])=[N:16]1. (4) Given the reactants [C:1]([C:3]1[C:12]2[C:7](=[CH:8][CH:9]=[C:10]([O:13][C:14]3[CH:19]=[CH:18][CH:17]=[CH:16][CH:15]=3)[CH:11]=2)[C:6]([OH:20])=[C:5]([C:21](OC)=[O:22])[N:4]=1)#[N:2].[NH2:25][CH2:26][C@@H:27]([OH:32])[CH2:28][C:29]([OH:31])=[O:30].C[O-].[Na+], predict the reaction product. The product is: [C:1]([C:3]1[C:12]2[C:7](=[CH:8][CH:9]=[C:10]([O:13][C:14]3[CH:19]=[CH:18][CH:17]=[CH:16][CH:15]=3)[CH:11]=2)[C:6]([OH:20])=[C:5]([C:21]([NH:25][CH2:26][C@@H:27]([OH:32])[CH2:28][C:29]([OH:31])=[O:30])=[O:22])[N:4]=1)#[N:2]. (5) The product is: [CH2:1]([O:8][C:9]1[CH:14]=[C:13]([CH:12]=[CH:11][C:10]=1[N+:17]([O-:19])=[O:18])[CH2:15][C:25]1[CH:26]=[CH:27][CH:28]=[C:21]([CH3:20])[C:22]=1[C:23]#[N:24])[C:2]1[CH:7]=[CH:6][CH:5]=[CH:4][CH:3]=1. Given the reactants [CH2:1]([O:8][C:9]1[CH:14]=[C:13]([CH2:15]Br)[CH:12]=[CH:11][C:10]=1[N+:17]([O-:19])=[O:18])[C:2]1[CH:7]=[CH:6][CH:5]=[CH:4][CH:3]=1.[CH3:20][C:21]1[CH:28]=[CH:27][CH:26]=[C:25](B2OC(C)(C)C(C)(C)O2)[C:22]=1[C:23]#[N:24].C([O-])([O-])=O.[Na+].[Na+], predict the reaction product. (6) Given the reactants [OH2:1].NN.[OH:4][CH2:5][CH2:6][O:7][N:8]1[C:16](=[O:17])[C:15]2[C:10](=[CH:11][CH:12]=[CH:13][CH:14]=2)[C:9]1=[O:18].[CH3:19]O, predict the reaction product. The product is: [OH:4][CH2:5][CH:6]([O:7][N:8]1[C:9](=[O:18])[C:10]2[C:15](=[CH:14][CH:13]=[CH:12][CH:11]=2)[C:16]1=[O:17])[CH2:19][OH:1]. (7) Given the reactants [CH3:1][O:2][C:3]1[CH:4]=[C:5]([NH:13][C:14]2[CH:19]=[N:18][CH:17]=[C:16](Cl)[N:15]=2)[CH:6]=[C:7]([O:11][CH3:12])[C:8]=1[O:9][CH3:10].[F:21][C:22]1[CH:28]=[CH:27][C:25]([NH2:26])=[CH:24][CH:23]=1, predict the reaction product. The product is: [F:21][C:22]1[CH:28]=[CH:27][C:25]([NH:26][C:16]2[CH:17]=[N:18][CH:19]=[C:14]([NH:13][C:5]3[CH:4]=[C:3]([O:2][CH3:1])[C:8]([O:9][CH3:10])=[C:7]([O:11][CH3:12])[CH:6]=3)[N:15]=2)=[CH:24][CH:23]=1. (8) The product is: [Cl:29][C:24]1[CH:25]=[CH:26][CH:27]=[CH:28][C:23]=1[C:18]1[CH:19]=[CH:20][CH:21]=[CH:22][C:17]=1[CH2:16][C:12]1[N:11]2[CH2:30][CH2:31][N:32]([CH:35]([CH3:37])[CH3:36])[C:33](=[O:34])[C:10]2=[C:9]([OH:8])[C:14](=[O:15])[N:13]=1. Given the reactants C([O:8][C:9]1[CH:14]([OH:15])[N:13]=[C:12]([CH2:16][C:17]2[CH:22]=[CH:21][CH:20]=[CH:19][C:18]=2[C:23]2[CH:28]=[CH:27][CH:26]=[CH:25][C:24]=2[Cl:29])[N:11]2[CH2:30][CH2:31][N:32]([CH:35]([CH3:37])[CH3:36])[C:33](=[O:34])[C:10]=12)C1C=CC=CC=1.C1(C2C=CC=CC=2)C=CC=CC=1CC1N2CCN(C)C(=O)C2=C(O)C(=O)N=1, predict the reaction product.